From a dataset of Catalyst prediction with 721,799 reactions and 888 catalyst types from USPTO. Predict which catalyst facilitates the given reaction. Reactant: [Br:1][C:2]1[CH:3]=[CH:4]C(C#N)=[N:6][CH:7]=1.[OH-].[Na+].N.[C:13]([OH:16])(=[O:15])[CH3:14]. Product: [Br:1][C:2]1[CH:3]=[CH:4][C:14]([C:13]([OH:16])=[O:15])=[N:6][CH:7]=1. The catalyst class is: 40.